Dataset: Full USPTO retrosynthesis dataset with 1.9M reactions from patents (1976-2016). Task: Predict the reactants needed to synthesize the given product. The reactants are: CO[C:3]([C:5]1[C:6]([OH:23])=[C:7]2[C:12](=[CH:13][N:14]=1)[N:11]([CH2:15][C:16]1[CH:21]=[CH:20][CH:19]=[CH:18][CH:17]=1)[C:10](=[O:22])[CH2:9][CH2:8]2)=[O:4].[NH2:24][CH2:25][C:26]([OH:28])=[O:27].C[O-].[Na+]. Given the product [CH2:15]([N:11]1[C:12]2[C:7](=[C:6]([OH:23])[C:5]([C:3]([NH:24][CH2:25][C:26]([OH:28])=[O:27])=[O:4])=[N:14][CH:13]=2)[CH2:8][CH2:9][C:10]1=[O:22])[C:16]1[CH:21]=[CH:20][CH:19]=[CH:18][CH:17]=1, predict the reactants needed to synthesize it.